This data is from Forward reaction prediction with 1.9M reactions from USPTO patents (1976-2016). The task is: Predict the product of the given reaction. (1) The product is: [CH3:13][C:10]1[S:9][C:8]([C:7]2[CH:6]=[CH:5][N:4]=[CH:3][C:2]=2[N:14]2[CH2:19][CH2:18][CH:17]([C:20]([O:22][CH2:23][CH3:24])=[O:21])[CH2:16][CH2:15]2)=[N:12][N:11]=1. Given the reactants F[C:2]1[CH:3]=[N:4][CH:5]=[CH:6][C:7]=1[C:8]1[S:9][C:10]([CH3:13])=[N:11][N:12]=1.[NH:14]1[CH2:19][CH2:18][CH:17]([C:20]([O:22][CH2:23][CH3:24])=[O:21])[CH2:16][CH2:15]1.C(=O)([O-])[O-].[K+].[K+].CN1C(=O)CCC1, predict the reaction product. (2) Given the reactants [NH2:1][C:2]1[CH:7]=[CH:6][CH:5]=[CH:4][C:3]=1[CH:8](O)[CH2:9][N:10]([CH:20]1[CH2:22][CH2:21]1)[CH2:11][C:12]1[CH:17]=[CH:16][C:15]([Cl:18])=[CH:14][C:13]=1[Cl:19].S(=O)(=O)(O)O, predict the reaction product. The product is: [Cl:18][C:15]1[CH:16]=[C:17]2[C:12](=[C:13]([Cl:19])[CH:14]=1)[CH2:11][N:10]([CH:20]1[CH2:22][CH2:21]1)[CH2:9][CH:8]2[C:3]1[CH:4]=[CH:5][CH:6]=[CH:7][C:2]=1[NH2:1]. (3) Given the reactants [NH2:1][C:2]1[N:6]([CH2:7][C@H:8]([O:15][Si:16]([C:19]([CH3:22])([CH3:21])[CH3:20])([CH3:18])[CH3:17])[C:9]2[CH:14]=[CH:13][CH:12]=[CH:11][CH:10]=2)[C:5]2[CH:23]=[CH:24][C:25]([N:27]([CH3:36])[C:28](=[O:35])[C:29]3[CH:34]=[CH:33][CH:32]=[CH:31][CH:30]=3)=[CH:26][C:4]=2[N:3]=1.[O:37]1[C:41]([C:42]2[S:46][C:45]([C:47](O)=[O:48])=[CH:44][CH:43]=2)=[CH:40][N:39]=[CH:38]1.C(Cl)CCl.C1C=CC2N(O)N=NC=2C=1.CCN(C(C)C)C(C)C.C([O-])(O)=O.[Na+], predict the reaction product. The product is: [C:28]([N:27]([CH3:36])[C:25]1[CH:24]=[CH:23][C:5]2[N:6]([CH2:7][C@H:8]([O:15][Si:16]([C:19]([CH3:22])([CH3:21])[CH3:20])([CH3:18])[CH3:17])[C:9]3[CH:10]=[CH:11][CH:12]=[CH:13][CH:14]=3)[C:2]([NH:1][C:47]([C:45]3[S:46][C:42]([C:41]4[O:37][CH:38]=[N:39][CH:40]=4)=[CH:43][CH:44]=3)=[O:48])=[N:3][C:4]=2[CH:26]=1)(=[O:35])[C:29]1[CH:30]=[CH:31][CH:32]=[CH:33][CH:34]=1. (4) Given the reactants ClC1C(OC2C=CC(Cl)=C(C(F)(F)F)C=2)=CC(F)=C(C=1)C(O)=O.[Cl:24][C:25]1[C:26]([CH2:35][O:36][C:37]2[CH:42]=[CH:41][C:40]([Cl:43])=[C:39]([Cl:44])[CH:38]=2)=[CH:27][C:28]([F:34])=[C:29]([CH:33]=1)[C:30]([OH:32])=O.CN(C)S(N)(=O)=O.[N:52]1([S:56]([NH2:59])(=[O:58])=[O:57])[CH2:55][CH2:54][CH2:53]1, predict the reaction product. The product is: [N:52]1([S:56]([NH:59][C:30](=[O:32])[C:29]2[CH:33]=[C:25]([Cl:24])[C:26]([CH2:35][O:36][C:37]3[CH:42]=[CH:41][C:40]([Cl:43])=[C:39]([Cl:44])[CH:38]=3)=[CH:27][C:28]=2[F:34])(=[O:58])=[O:57])[CH2:55][CH2:54][CH2:53]1. (5) Given the reactants [OH:1][N:2]=[C:3](Cl)[C:4]1[CH:9]=[N:8][CH:7]=[CH:6][N:5]=1.[C:11]([C:13]1[CH:18]=[CH:17][CH:16]=[C:15]([F:19])[CH:14]=1)#[CH:12].N, predict the reaction product. The product is: [F:19][C:15]1[CH:14]=[C:13]([C:11]2[O:1][N:2]=[C:3]([C:4]3[CH:9]=[N:8][CH:7]=[CH:6][N:5]=3)[CH:12]=2)[CH:18]=[CH:17][CH:16]=1.